This data is from hERG Central: cardiac toxicity at 1µM, 10µM, and general inhibition. The task is: Predict hERG channel inhibition at various concentrations. (1) The molecule is CC(=O)Nc1ccc(NC(=O)C23CC4CC(C2)CC(n2cnc(Br)n2)(C4)C3)cc1. Results: hERG_inhib (hERG inhibition (general)): blocker. (2) The molecule is COc1cccc(OC)c1C(=O)Nc1c(C(=O)N2CCN(c3ccccn3)CC2)oc2ccccc12. Results: hERG_inhib (hERG inhibition (general)): blocker. (3) The molecule is CC1(c2ccc(OC(F)F)cc2)NC(=O)N(CC(=O)Nc2ccccc2)C1=O. Results: hERG_inhib (hERG inhibition (general)): blocker.